Dataset: Full USPTO retrosynthesis dataset with 1.9M reactions from patents (1976-2016). Task: Predict the reactants needed to synthesize the given product. (1) Given the product [F:1][C:2]1[CH:7]=[CH:6][C:5]([C:8]2[C:13]([CH3:14])=[CH:12][C:11]([O:15][C@H:16]3[CH2:20][CH2:19][O:18][CH2:17]3)=[CH:10][C:9]=2[CH3:21])=[CH:4][C:3]=1[CH2:22][O:23][C:25]1[CH:38]=[CH:37][C:28]2[C@H:29]([CH2:32][C:33]([O:35][CH3:36])=[O:34])[CH2:30][O:31][C:27]=2[CH:26]=1, predict the reactants needed to synthesize it. The reactants are: [F:1][C:2]1[CH:7]=[CH:6][C:5]([C:8]2[C:13]([CH3:14])=[CH:12][C:11]([O:15][C@H:16]3[CH2:20][CH2:19][O:18][CH2:17]3)=[CH:10][C:9]=2[CH3:21])=[CH:4][C:3]=1[CH2:22][OH:23].O[C:25]1[CH:38]=[CH:37][C:28]2[C@H:29]([CH2:32][C:33]([O:35][CH3:36])=[O:34])[CH2:30][O:31][C:27]=2[CH:26]=1.C1(P(C2C=CC=CC=2)C2C=CC=CC=2)C=CC=CC=1.N(C(OC(C)C)=O)=NC(OC(C)C)=O. (2) The reactants are: [NH2:1][C:2]1[C:11]2[N:10]=[CH:9][C:8]([CH2:12][CH2:13][C:14]3[CH:19]=[CH:18][C:17]([O:20][CH3:21])=[CH:16][C:15]=3[CH3:22])=[CH:7][C:6]=2[C:5]2[CH:23]=[CH:24][C:25]([C:27](=[O:39])[C:28]([P:31](=[O:38])([O:35]CC)[O:32]CC)([F:30])[F:29])=[CH:26][C:4]=2[N:3]=1.[Si](I)(C)(C)C. Given the product [NH2:1][C:2]1[C:11]2[N:10]=[CH:9][C:8]([CH2:12][CH2:13][C:14]3[CH:19]=[CH:18][C:17]([O:20][CH3:21])=[CH:16][C:15]=3[CH3:22])=[CH:7][C:6]=2[C:5]2[CH:23]=[CH:24][C:25]([C:27](=[O:39])[C:28]([P:31](=[O:32])([OH:35])[OH:38])([F:29])[F:30])=[CH:26][C:4]=2[N:3]=1, predict the reactants needed to synthesize it. (3) Given the product [C:8]([C:6]1[C:5]([N+:10]([O-:12])=[O:11])=[CH:4][CH:3]=[C:2]([F:13])[N:7]=1)#[N:9], predict the reactants needed to synthesize it. The reactants are: Cl[C:2]1[N:7]=[C:6]([C:8]#[N:9])[C:5]([N+:10]([O-:12])=[O:11])=[CH:4][CH:3]=1.[F-:13].[K+].O. (4) Given the product [Cl:1][C:2]1[CH:3]=[C:4]([C:18]2[N:22]=[C:21]([C:23]3[CH:28]=[C:27]([O:29][CH3:30])[N:26]=[C:25]([CH:31]4[CH2:35][CH2:34][CH2:33][CH2:32]4)[CH:24]=3)[O:20][N:19]=2)[CH:5]=[C:6]([CH3:17])[C:7]=1[O:8][CH2:9][CH:10]=[O:11], predict the reactants needed to synthesize it. The reactants are: [Cl:1][C:2]1[CH:3]=[C:4]([C:18]2[N:22]=[C:21]([C:23]3[CH:28]=[C:27]([O:29][CH3:30])[N:26]=[C:25]([CH:31]4[CH2:35][CH2:34][CH2:33][CH2:32]4)[CH:24]=3)[O:20][N:19]=2)[CH:5]=[C:6]([CH3:17])[C:7]=1[O:8][CH2:9][CH:10](OCC)[O:11]CC. (5) Given the product [CH2:1]([S:8][C:9]1[N:14]=[C:13]([C:15]2[CH:20]=[CH:19][C:18]([Cl:21])=[CH:17][C:16]=2[Cl:22])[C:12]([C:23]([O:25][CH3:26])=[O:24])=[C:11]([CH3:27])[N:10]=1)[C:2]1[CH:7]=[CH:6][CH:5]=[CH:4][CH:3]=1, predict the reactants needed to synthesize it. The reactants are: [CH2:1]([S:8][C:9]1[NH:10][C:11]([CH3:27])=[C:12]([C:23]([O:25][CH3:26])=[O:24])[CH:13]([C:15]2[CH:20]=[CH:19][C:18]([Cl:21])=[CH:17][C:16]=2[Cl:22])[N:14]=1)[C:2]1[CH:7]=[CH:6][CH:5]=[CH:4][CH:3]=1.C(C1C(=O)C(Cl)=C(Cl)C(=O)C=1C#N)#N. (6) Given the product [C:17]([O:21][CH2:22][CH2:23][N:24]1[CH2:25][CH2:26][CH:27]([CH2:30][CH2:31][O:11][C:6]2[C:7]([O:9][CH3:10])=[CH:8][C:3]([C:1]#[N:2])=[C:4]([N:12]=[CH:13][N:14]([CH3:15])[CH3:16])[CH:5]=2)[CH2:28][CH2:29]1)([CH3:20])([CH3:19])[CH3:18], predict the reactants needed to synthesize it. The reactants are: [C:1]([C:3]1[CH:8]=[C:7]([O:9][CH3:10])[C:6]([OH:11])=[CH:5][C:4]=1[N:12]=[CH:13][N:14]([CH3:16])[CH3:15])#[N:2].[C:17]([O:21][CH2:22][CH2:23][N:24]1[CH2:29][CH2:28][CH:27]([CH2:30][CH2:31]O)[CH2:26][CH2:25]1)([CH3:20])([CH3:19])[CH3:18].C1(P(C2C=CC=CC=2)C2C=CC=CC=2)C=CC=CC=1.N(C(OC(C)(C)C)=O)=NC(OC(C)(C)C)=O.